This data is from Forward reaction prediction with 1.9M reactions from USPTO patents (1976-2016). The task is: Predict the product of the given reaction. (1) Given the reactants [P:1](=[O:5])([OH:4])([OH:3])[OH:2].[Br:6][C:7]1[CH:25]=[N:24][C:10]2[N:11]=[C:12]([N:18]3[CH2:21][CH:20]([NH:22][CH3:23])[CH2:19]3)[C:13]3[N:14]([CH:15]=[N:16][N:17]=3)[C:9]=2[CH:8]=1, predict the reaction product. The product is: [P:1](=[O:2])([OH:5])([OH:4])[OH:3].[Br:6][C:7]1[CH:25]=[N:24][C:10]2[N:11]=[C:12]([N:18]3[CH2:21][CH:20]([NH:22][CH3:23])[CH2:19]3)[C:13]3[N:14]([CH:15]=[N:16][N:17]=3)[C:9]=2[CH:8]=1. (2) Given the reactants [Cl:1][C:2]1[CH:17]=[C:16]([NH:18][C:19]2[C:20]3[N:27]([CH2:28][CH2:29][O:30][CH2:31][CH2:32][OH:33])[CH:26]=[CH:25][C:21]=3[N:22]=[CH:23][N:24]=2)[CH:15]=[CH:14][C:3]=1[O:4][C:5]1[CH:6]=[C:7]([C:11](=[O:13])[CH3:12])[CH:8]=[CH:9][CH:10]=1.[BH4-].[Na+].O, predict the reaction product. The product is: [Cl:1][C:2]1[CH:17]=[C:16]([NH:18][C:19]2[C:20]3[N:27]([CH2:28][CH2:29][O:30][CH2:31][CH2:32][OH:33])[CH:26]=[CH:25][C:21]=3[N:22]=[CH:23][N:24]=2)[CH:15]=[CH:14][C:3]=1[O:4][C:5]1[CH:6]=[C:7]([CH:11]([OH:13])[CH3:12])[CH:8]=[CH:9][CH:10]=1. (3) The product is: [ClH:8].[Cl:9][C:3]1[N:4]=[CH:5][N:6]=[C:7]([NH:16][C:15]2[CH:17]=[CH:18][C:12]([C:11]([F:10])([F:19])[F:20])=[CH:13][CH:14]=2)[C:2]=1[NH2:1]. Given the reactants [NH2:1][C:2]1[C:3]([Cl:9])=[N:4][CH:5]=[N:6][C:7]=1[Cl:8].[F:10][C:11]([F:20])([F:19])[C:12]1[CH:18]=[CH:17][C:15]([NH2:16])=[CH:14][CH:13]=1.Cl, predict the reaction product. (4) Given the reactants Cl[CH2:2][C@H:3]([OH:19])[CH2:4][NH:5][C:6]1[CH:11]=[CH:10][C:9]([N:12]2[CH2:17][CH2:16][O:15][CH2:14][C:13]2=[O:18])=[CH:8][CH:7]=1.[NH3:20].C.C(=O)([O-])[O-].[K+].[K+], predict the reaction product. The product is: [NH2:20][CH2:2][C@@H:3]([OH:19])[CH2:4][NH:5][C:6]1[CH:11]=[CH:10][C:9]([N:12]2[CH2:17][CH2:16][O:15][CH2:14][C:13]2=[O:18])=[CH:8][CH:7]=1. (5) Given the reactants C([O:3][C:4](=[O:19])[CH:5]([O:16][CH2:17][CH3:18])[CH2:6][C:7]1[CH:15]=[C:14]2[C:10]([CH:11]=[CH:12][NH:13]2)=[CH:9][CH:8]=1)C.Cl[CH2:21][C:22]1[N:23]=[C:24]([C:28]2[CH:33]=[C:32]([O:34][CH3:35])[CH:31]=[C:30]([O:36][CH3:37])[CH:29]=2)[O:25][C:26]=1[CH3:27], predict the reaction product. The product is: [CH3:37][O:36][C:30]1[CH:29]=[C:28]([C:24]2[O:25][C:26]([CH3:27])=[C:22]([CH2:21][N:13]3[C:14]4[C:10](=[CH:9][CH:8]=[C:7]([CH2:6][CH:5]([O:16][CH2:17][CH3:18])[C:4]([OH:3])=[O:19])[CH:15]=4)[CH:11]=[CH:12]3)[N:23]=2)[CH:33]=[C:32]([O:34][CH3:35])[CH:31]=1. (6) Given the reactants [Br:1][C:2]1[CH:21]=[CH:20][C:5]([C:6]([NH:8][C:9]2[CH:14]=[CH:13][C:12]([O:15][C:16]([F:19])([F:18])[F:17])=[CH:11][CH:10]=2)=[O:7])=[CH:4][C:3]=1I.[N:23]1[CH:28]=[C:27](B(O)O)[CH:26]=[N:25][CH:24]=1.C([O-])([O-])=O.[Na+].[Na+].O, predict the reaction product. The product is: [Br:1][C:2]1[CH:21]=[CH:20][C:5]([C:6]([NH:8][C:9]2[CH:14]=[CH:13][C:12]([O:15][C:16]([F:19])([F:18])[F:17])=[CH:11][CH:10]=2)=[O:7])=[CH:4][C:3]=1[C:27]1[CH:28]=[N:23][CH:24]=[N:25][CH:26]=1. (7) Given the reactants B(Br)(Br)Br.C[O:6][CH2:7][CH:8]1[N:13]([CH3:14])[C:12](=[O:15])[CH2:11][CH2:10][CH2:9]1.[OH-].[NH4+], predict the reaction product. The product is: [OH:6][CH2:7][CH:8]1[N:13]([CH3:14])[C:12](=[O:15])[CH2:11][CH2:10][CH2:9]1. (8) The product is: [Cl:26][C:5]1[CH:4]=[C:3]([F:27])[C:2]([NH:1][C:29](=[O:30])[NH:28][C:31]2[CH:36]=[CH:35][C:34]([C:37]([F:38])([F:40])[F:39])=[CH:33][CH:32]=2)=[CH:25][C:6]=1[O:7][C:8]1[CH:22]=[CH:21][C:11]2[N:12]=[C:13]([NH:15][C:16]([CH:18]3[CH2:20][CH2:19]3)=[O:17])[S:14][C:10]=2[C:9]=1[C:23]#[N:24]. Given the reactants [NH2:1][C:2]1[C:3]([F:27])=[CH:4][C:5]([Cl:26])=[C:6]([CH:25]=1)[O:7][C:8]1[CH:22]=[CH:21][C:11]2[N:12]=[C:13]([NH:15][C:16]([CH:18]3[CH2:20][CH2:19]3)=[O:17])[S:14][C:10]=2[C:9]=1[C:23]#[N:24].[N:28]([C:31]1[CH:36]=[CH:35][C:34]([C:37]([F:40])([F:39])[F:38])=[CH:33][CH:32]=1)=[C:29]=[O:30], predict the reaction product. (9) Given the reactants [C:1]([O:5][C:6]([N:8]1[CH2:12][C@H:11]([OH:13])[CH2:10][C@H:9]1[C:14]([OH:16])=O)=[O:7])([CH3:4])([CH3:3])[CH3:2].C1CC[CH:26]([N:25]=C=[N:25][CH:26]2[CH2:31][CH2:30]CCC2)[CH2:31][CH2:30]1.C1C=CC2N(O)N=NC=2C=1.C1(N)CC1.CCN(C(C)C)C(C)C, predict the reaction product. The product is: [C:1]([O:5][C:6]([N:8]1[CH2:12][C@H:11]([OH:13])[CH2:10][C@H:9]1[C:14](=[O:16])[NH:25][CH:26]1[CH2:31][CH2:30]1)=[O:7])([CH3:2])([CH3:3])[CH3:4]. (10) Given the reactants C(OC([N:8]1[CH2:13][CH2:12][CH2:11][CH:10]([CH2:14][NH:15][C:16]([C:18]2[N:19]=[N:20][N:21]([C:23]3[CH:28]=[C:27]([C:29](=[O:48])[NH:30][C:31]4[CH:36]=[C:35]([C:37]([CH3:40])([CH3:39])[CH3:38])[CH:34]=[C:33]([NH:41][S:42]([CH3:45])(=[O:44])=[O:43])[C:32]=4[O:46][CH3:47])[CH:26]=[CH:25][C:24]=3[CH3:49])[CH:22]=2)=[O:17])[CH2:9]1)=O)(C)(C)C.Cl, predict the reaction product. The product is: [NH:8]1[CH2:13][CH2:12][CH2:11][CH:10]([CH2:14][NH:15][C:16]([C:18]2[N:19]=[N:20][N:21]([C:23]3[CH:28]=[C:27]([C:29](=[O:48])[NH:30][C:31]4[CH:36]=[C:35]([C:37]([CH3:38])([CH3:39])[CH3:40])[CH:34]=[C:33]([NH:41][S:42]([CH3:45])(=[O:43])=[O:44])[C:32]=4[O:46][CH3:47])[CH:26]=[CH:25][C:24]=3[CH3:49])[CH:22]=2)=[O:17])[CH2:9]1.